This data is from Full USPTO retrosynthesis dataset with 1.9M reactions from patents (1976-2016). The task is: Predict the reactants needed to synthesize the given product. (1) Given the product [C:10]([C:9]([C:6]1[CH:5]=[CH:4][C:3]([C:2]([F:12])([F:13])[F:1])=[CH:8][CH:7]=1)=[C:28]1[CH2:29][CH2:30][N:25]([C:18]([O:20][C:21]([CH3:24])([CH3:23])[CH3:22])=[O:19])[CH2:26][CH2:27]1)#[N:11], predict the reactants needed to synthesize it. The reactants are: [F:1][C:2]([F:13])([F:12])[C:3]1[CH:8]=[CH:7][C:6]([CH2:9][C:10]#[N:11])=[CH:5][CH:4]=1.[O-]CC.[Na+].[C:18]([N:25]1[CH2:30][CH2:29][C:28](=O)[CH2:27][CH2:26]1)([O:20][C:21]([CH3:24])([CH3:23])[CH3:22])=[O:19]. (2) Given the product [Br:1][C:2]1[CH:6]=[C:5]([N:14]([CH2:13][CH:10]2[CH2:12][CH2:11]2)[CH2:15][CH2:16][CH3:17])[S:4][C:3]=1[CH:8]=[O:9], predict the reactants needed to synthesize it. The reactants are: [Br:1][C:2]1[CH:6]=[C:5](Br)[S:4][C:3]=1[CH:8]=[O:9].[CH:10]1([CH2:13][NH:14][CH2:15][CH2:16][CH3:17])[CH2:12][CH2:11]1.C(N(CC)CC)C. (3) Given the product [NH2:23][C:20]1[N:21]=[CH:22][C:17]([C:3]2[CH:4]=[CH:5][C:6]([C:25]3[CH:30]=[CH:29][CH:28]=[CH:27][C:26]=3[S:31]([NH:34][C@H:35]([C:36]([O:38][C:39]([CH3:40])([CH3:42])[CH3:41])=[O:37])[CH3:43])(=[O:32])=[O:33])=[CH:7][C:2]=2[F:1])=[CH:18][N:19]=1, predict the reactants needed to synthesize it. The reactants are: [F:1][C:2]1[CH:7]=[C:6](B2OC(C)(C)C(C)(C)O2)[CH:5]=[CH:4][C:3]=1[C:17]1[CH:18]=[N:19][C:20]([NH2:23])=[N:21][CH:22]=1.Br[C:25]1[CH:30]=[CH:29][CH:28]=[CH:27][C:26]=1[S:31]([NH:34][C@@H:35]([CH3:43])[C:36]([O:38][C:39]([CH3:42])([CH3:41])[CH3:40])=[O:37])(=[O:33])=[O:32]. (4) Given the product [CH3:1][O:2][C:3]1[N:8]=[CH:7][C:6]([C:13]2[N:18]=[C:17]([NH2:19])[N:16]=[C:15]([NH:20][CH3:21])[CH:14]=2)=[CH:5][CH:4]=1, predict the reactants needed to synthesize it. The reactants are: [CH3:1][O:2][C:3]1[N:8]=[CH:7][C:6](B(O)O)=[CH:5][CH:4]=1.Cl[C:13]1[N:18]=[C:17]([NH2:19])[N:16]=[C:15]([NH:20][CH3:21])[CH:14]=1.